From a dataset of Full USPTO retrosynthesis dataset with 1.9M reactions from patents (1976-2016). Predict the reactants needed to synthesize the given product. (1) Given the product [Cl:27][C:6]1[CH:5]=[C:4]([C:1]([OH:3])([CH3:28])[CH3:2])[CH:9]=[C:8]([Cl:10])[C:7]=1[NH:11][C:12]1[C:21]2[CH:22]=[CH:23][NH:24][C:25](=[O:26])[C:20]=2[C:19]2[C:14](=[CH:15][CH:16]=[N:17][CH:18]=2)[N:13]=1, predict the reactants needed to synthesize it. The reactants are: [C:1]([C:4]1[CH:9]=[C:8]([Cl:10])[C:7]([NH:11][C:12]2[C:21]3[CH:22]=[CH:23][NH:24][C:25](=[O:26])[C:20]=3[C:19]3[C:14](=[CH:15][CH:16]=[N:17][CH:18]=3)[N:13]=2)=[C:6]([Cl:27])[CH:5]=1)(=[O:3])[CH3:2].[CH3:28][Mg]Br. (2) Given the product [Br:6][C:7]1[N:12]=[C:11]([O:13][CH3:14])[C:10]([N:15]2[CH:18]=[C:19]([CH3:20])[N:5]=[CH:16]2)=[CH:9][CH:8]=1, predict the reactants needed to synthesize it. The reactants are: C([O-])(=O)C.[NH4+:5].[Br:6][C:7]1[N:12]=[C:11]([O:13][CH3:14])[C:10]([N:15]([CH2:18][C:19](=O)[CH3:20])[CH:16]=O)=[CH:9][CH:8]=1.C(OCC)(=O)C.N. (3) Given the product [Cl:41][CH:42]([Cl:46])[C:43]([N:16]1[CH2:17][CH2:18][CH2:19][C@H:15]1[C:14]([N:11]1[CH2:12][CH2:13][C:8]([CH2:21][CH2:22][N:23]2[C@H:28]3[CH2:29][CH2:30][C@@H:24]2[CH2:25][CH:26]([N:31]2[C:35]4[CH:36]=[CH:37][CH:38]=[CH:39][C:34]=4[N:33]=[C:32]2[CH3:40])[CH2:27]3)([C:4]2[CH:5]=[CH:6][CH:7]=[C:2]([F:1])[CH:3]=2)[CH2:9][CH2:10]1)=[O:20])=[O:44], predict the reactants needed to synthesize it. The reactants are: [F:1][C:2]1[CH:3]=[C:4]([C:8]2([CH2:21][CH2:22][N:23]3[C@H:28]4[CH2:29][CH2:30][C@@H:24]3[CH2:25][CH:26]([N:31]3[C:35]5[CH:36]=[CH:37][CH:38]=[CH:39][C:34]=5[N:33]=[C:32]3[CH3:40])[CH2:27]4)[CH2:13][CH2:12][N:11]([C:14](=[O:20])[C@@H:15]3[CH2:19][CH2:18][CH2:17][NH:16]3)[CH2:10][CH2:9]2)[CH:5]=[CH:6][CH:7]=1.[Cl:41][CH:42]([Cl:46])[C:43](Cl)=[O:44].CCN(C(C)C)C(C)C. (4) Given the product [CH:27]1([NH:29][C:11](=[O:13])[C:10]([O:17][CH2:18][CH3:19])([O:14][CH2:15][CH3:16])[C@@H:9]([NH:8][C:6](=[O:7])[O:5][C:1]([CH3:2])([CH3:3])[CH3:4])[CH2:20][CH2:21][CH3:22])[CH2:28][CH2:26]1, predict the reactants needed to synthesize it. The reactants are: [C:1]([O:5][C:6]([NH:8][C@@H:9]([CH2:20][CH2:21][CH3:22])[C:10]([O:17][CH2:18][CH3:19])([O:14][CH2:15][CH3:16])[C:11]([OH:13])=O)=[O:7])([CH3:4])([CH3:3])[CH3:2].C1C=C[C:26]2N(O)N=[N:29][C:27]=2[CH:28]=1.CC(C)N=C=NC(C)C.C1(N)CC1.